This data is from Forward reaction prediction with 1.9M reactions from USPTO patents (1976-2016). The task is: Predict the product of the given reaction. (1) Given the reactants [CH2:1]([O:3][C:4](=[O:31])[C:5]1[CH:10]=[C:9]([C:11]#[N:12])[C:8]([N:13]2[CH2:16][CH:15]([C:17]([NH:19][S:20]([CH2:23][C:24]3[CH:29]=[CH:28][CH:27]=[CH:26][CH:25]=3)(=[O:22])=[O:21])=[O:18])[CH2:14]2)=[N:7][C:6]=1[CH3:30])[CH3:2].CS(C)=O.[H-].[Na+].CCOC(C)=O.C(O)[C:45]1[CH:50]=[CH:49]C=[CH:47][CH:46]=1, predict the reaction product. The product is: [CH2:23]([S:20]([NH:19][C:17]([CH:15]1[CH2:14][N:13]([C:8]2[C:9]([C:11]#[N:12])=[CH:10][C:5]([C:4]([O:3][CH2:1][C:2]3[CH:49]=[CH:50][CH:45]=[CH:46][CH:47]=3)=[O:31])=[C:6]([CH3:30])[N:7]=2)[CH2:16]1)=[O:18])(=[O:21])=[O:22])[C:24]1[CH:25]=[CH:26][CH:27]=[CH:28][CH:29]=1. (2) Given the reactants [N:1]1([CH2:6][CH2:7][O:8][C:9]2[CH:10]=[C:11]3[C:16](=[CH:17][CH:18]=2)[C:15](=[O:19])[CH2:14][CH2:13][CH2:12]3)[CH:5]=[CH:4][N:3]=[CH:2]1.[Br:20][C:21]1[CH:28]=[CH:27][C:24]([CH:25]=O)=[CH:23][CH:22]=1, predict the reaction product. The product is: [Br:20][C:21]1[CH:28]=[CH:27][C:24]([CH:25]=[C:14]2[CH2:13][CH2:12][C:11]3[C:16](=[CH:17][CH:18]=[C:9]([O:8][CH2:7][CH2:6][N:1]4[CH:5]=[CH:4][N:3]=[CH:2]4)[CH:10]=3)[C:15]2=[O:19])=[CH:23][CH:22]=1. (3) Given the reactants [NH2:1][C:2]1[NH:3][C:4]2[CH:10]=[CH:9][CH:8]=[CH:7][C:5]=2[N:6]=1.[CH2:11](Br)[C:12]1[CH:17]=[CH:16][CH:15]=[CH:14][CH:13]=1, predict the reaction product. The product is: [CH2:11]([N:3]1[C:4]2[CH:10]=[CH:9][CH:8]=[CH:7][C:5]=2[N:6]([CH2:11][C:12]2[CH:17]=[CH:16][CH:15]=[CH:14][CH:13]=2)[C:2]1=[NH:1])[C:12]1[CH:17]=[CH:16][CH:15]=[CH:14][CH:13]=1. (4) Given the reactants [CH3:1][O:2][C:3](=[O:15])[CH2:4][C:5]1[C:13]2[C:8](=[CH:9][CH:10]=[CH:11][CH:12]=2)[N:7]([CH3:14])[CH:6]=1.C[Si]([N-][Si](C)(C)C)(C)C.[Li+].Cl[CH2:27][C:28]1[CH:48]=[CH:47][C:31]([O:32][CH2:33][CH2:34][C:35]2[N:36]=[C:37]([C:41]3[CH:46]=[CH:45][CH:44]=[CH:43][CH:42]=3)[O:38][C:39]=2[CH3:40])=[CH:30][CH:29]=1, predict the reaction product. The product is: [CH3:1][O:2][C:3](=[O:15])[CH:4]([C:5]1[C:13]2[C:8](=[CH:9][CH:10]=[CH:11][CH:12]=2)[N:7]([CH3:14])[CH:6]=1)[CH2:27][C:28]1[CH:29]=[CH:30][C:31]([O:32][CH2:33][CH2:34][C:35]2[N:36]=[C:37]([C:41]3[CH:46]=[CH:45][CH:44]=[CH:43][CH:42]=3)[O:38][C:39]=2[CH3:40])=[CH:47][CH:48]=1. (5) Given the reactants [N+:1]([C:4]1[C:13]2[O:12][CH2:11][CH2:10][O:9][C:8]=2[CH:7]=[CH:6][CH:5]=1)([O-])=O, predict the reaction product. The product is: [O:9]1[CH2:10][CH2:11][O:12][C:13]2[C:4]([NH2:1])=[CH:5][CH:6]=[CH:7][C:8]1=2. (6) Given the reactants [Br:1][C:2]1[CH:7]=[CH:6][C:5]2[C:8]3([O:26][C:27](=[O:28])[C:4]=2[CH:3]=1)[CH2:13][CH2:12][N:11]([C:14]([C:16]1[C:24]2[C:19](=[CH:20][C:21]([Cl:25])=[CH:22][CH:23]=2)[NH:18][CH:17]=1)=[O:15])[CH2:10][CH2:9]3.Cl[CH2:30][C:31]([C:33]1[CH:38]=[CH:37][CH:36]=[C:35]([F:39])[CH:34]=1)=[O:32], predict the reaction product. The product is: [Br:1][C:2]1[CH:7]=[CH:6][C:5]2[C:8]3([O:26][C:27](=[O:28])[C:4]=2[CH:3]=1)[CH2:9][CH2:10][N:11]([C:14]([C:16]1[C:24]2[C:19](=[CH:20][C:21]([Cl:25])=[CH:22][CH:23]=2)[N:18]([CH2:30][C:31]([C:33]2[CH:38]=[CH:37][CH:36]=[C:35]([F:39])[CH:34]=2)=[O:32])[CH:17]=1)=[O:15])[CH2:12][CH2:13]3. (7) The product is: [CH3:20][C:18]1[C:17](=[O:21])[NH:16][C:15](=[O:22])[N:14]([CH2:13][C:10]2[CH:9]=[CH:8][C:7]([CH2:6][CH2:5][C:4]([OH:23])=[O:3])=[CH:12][CH:11]=2)[CH:19]=1. Given the reactants C([O:3][C:4](=[O:23])[CH2:5][CH2:6][C:7]1[CH:12]=[CH:11][C:10]([CH2:13][N:14]2[CH:19]=[C:18]([CH3:20])[C:17](=[O:21])[NH:16][C:15]2=[O:22])=[CH:9][CH:8]=1)C.[OH-].[Na+], predict the reaction product. (8) Given the reactants [N:1]1[CH:6]=[CH:5][CH:4]=[CH:3][C:2]=1[C:7]1[O:8][C:9]2[CH2:14][CH2:13][N:12]([C:15]3[CH:16]=[C:17]([CH:20]=[CH:21][CH:22]=3)[C:18]#[N:19])[CH2:11][C:10]=2[N:23]=1.BrC1C=C(C=C([F:33])C=1)C#N, predict the reaction product. The product is: [F:33][C:21]1[CH:20]=[C:17]([CH:16]=[C:15]([N:12]2[CH2:13][CH2:14][C:9]3[O:8][C:7]([C:2]4[CH:3]=[CH:4][CH:5]=[CH:6][N:1]=4)=[N:23][C:10]=3[CH2:11]2)[CH:22]=1)[C:18]#[N:19].